The task is: Regression. Given two drug SMILES strings and cell line genomic features, predict the synergy score measuring deviation from expected non-interaction effect.. This data is from NCI-60 drug combinations with 297,098 pairs across 59 cell lines. Drug 1: C1=NC2=C(N1)C(=S)N=C(N2)N. Drug 2: C1C(C(OC1N2C=NC(=NC2=O)N)CO)O. Cell line: IGROV1. Synergy scores: CSS=21.6, Synergy_ZIP=-0.499, Synergy_Bliss=-0.277, Synergy_Loewe=-3.04, Synergy_HSA=-0.190.